Dataset: NCI-60 drug combinations with 297,098 pairs across 59 cell lines. Task: Regression. Given two drug SMILES strings and cell line genomic features, predict the synergy score measuring deviation from expected non-interaction effect. (1) Drug 1: C1CN(CCN1C(=O)CCBr)C(=O)CCBr. Drug 2: N.N.Cl[Pt+2]Cl. Cell line: MALME-3M. Synergy scores: CSS=52.5, Synergy_ZIP=-2.85, Synergy_Bliss=-0.128, Synergy_Loewe=0.890, Synergy_HSA=2.30. (2) Synergy scores: CSS=27.0, Synergy_ZIP=-3.18, Synergy_Bliss=-6.51, Synergy_Loewe=-7.35, Synergy_HSA=-6.19. Drug 1: CCCS(=O)(=O)NC1=C(C(=C(C=C1)F)C(=O)C2=CNC3=C2C=C(C=N3)C4=CC=C(C=C4)Cl)F. Cell line: SK-MEL-5. Drug 2: CC1=C(C=C(C=C1)NC(=O)C2=CC=C(C=C2)CN3CCN(CC3)C)NC4=NC=CC(=N4)C5=CN=CC=C5. (3) Drug 1: C1=C(C(=O)NC(=O)N1)N(CCCl)CCCl. Drug 2: CC1=C2C(C(=O)C3(C(CC4C(C3C(C(C2(C)C)(CC1OC(=O)C(C(C5=CC=CC=C5)NC(=O)C6=CC=CC=C6)O)O)OC(=O)C7=CC=CC=C7)(CO4)OC(=O)C)O)C)OC(=O)C. Cell line: U251. Synergy scores: CSS=40.5, Synergy_ZIP=-1.09, Synergy_Bliss=-1.28, Synergy_Loewe=-4.36, Synergy_HSA=2.09. (4) Drug 1: CCCS(=O)(=O)NC1=C(C(=C(C=C1)F)C(=O)C2=CNC3=C2C=C(C=N3)C4=CC=C(C=C4)Cl)F. Drug 2: CC1=C2C(C(=O)C3(C(CC4C(C3C(C(C2(C)C)(CC1OC(=O)C(C(C5=CC=CC=C5)NC(=O)OC(C)(C)C)O)O)OC(=O)C6=CC=CC=C6)(CO4)OC(=O)C)O)C)O. Cell line: SF-295. Synergy scores: CSS=33.3, Synergy_ZIP=-7.78, Synergy_Bliss=-3.15, Synergy_Loewe=-57.0, Synergy_HSA=-2.54. (5) Drug 1: C1CCN(CC1)CCOC2=CC=C(C=C2)C(=O)C3=C(SC4=C3C=CC(=C4)O)C5=CC=C(C=C5)O. Drug 2: C1=NC2=C(N1)C(=S)N=CN2. Cell line: OVCAR-4. Synergy scores: CSS=21.7, Synergy_ZIP=-2.42, Synergy_Bliss=3.89, Synergy_Loewe=-5.58, Synergy_HSA=1.18.